Dataset: Full USPTO retrosynthesis dataset with 1.9M reactions from patents (1976-2016). Task: Predict the reactants needed to synthesize the given product. (1) The reactants are: [CH3:1][C:2]1[N:6]2[C:7](=[O:23])[N:8]([CH:10]3[CH2:15][CH2:14][N:13]([C:16]([O:18]C(C)(C)C)=O)[CH2:12][CH2:11]3)[CH2:9][C:5]2=[C:4]([CH3:24])[N:3]=1.C(=O)([O-])O.[Na+].[Cl:30][C:31]1[CH:32]=[C:33]2[C:38](=[CH:39][CH:40]=1)[CH:37]=[C:36]([S:41]([CH2:44][CH2:45]C(Cl)=O)(=[O:43])=[O:42])[CH:35]=[CH:34]2. Given the product [Cl:30][C:31]1[CH:32]=[C:33]2[C:38](=[CH:39][CH:40]=1)[CH:37]=[C:36]([S:41]([CH2:44][CH2:45][C:16]([N:13]1[CH2:14][CH2:15][CH:10]([N:8]3[CH2:9][C:5]4=[C:4]([CH3:24])[N:3]=[C:2]([CH3:1])[N:6]4[C:7]3=[O:23])[CH2:11][CH2:12]1)=[O:18])(=[O:43])=[O:42])[CH:35]=[CH:34]2, predict the reactants needed to synthesize it. (2) Given the product [CH3:1][O:2][N:3]=[C:4]1[CH2:8][N:7]([C:9](=[O:11])[C:30]2[CH:34]=[CH:35][C:27]([C:22]3[C:21]([CH3:20])=[CH:26][CH:25]=[CH:24][N:23]=3)=[CH:28][CH:29]=2)[C@H:6]([C:16]([O:18][CH3:19])=[O:17])[CH2:5]1, predict the reactants needed to synthesize it. The reactants are: [CH3:1][O:2][N:3]=[C:4]1[CH2:8][N:7]([C:9]([O:11]C(C)(C)C)=O)[C@H:6]([C:16]([O:18][CH3:19])=[O:17])[CH2:5]1.[CH3:20][C:21]1[C:22]([C:27]2[CH:35]=[CH:34][C:30](C(O)=O)=[CH:29][CH:28]=2)=[N:23][CH:24]=[CH:25][CH:26]=1. (3) The reactants are: [NH2:1][N:2]1[C:7]([CH3:8])=[CH:6][CH:5]=[C:4]([CH3:9])[C:3]1=[NH2+:10].CC1C=C(C)C=C(C)C=1S([O-])(=O)=O.[Cl:24][CH2:25][C:26](OC)=O.C(=O)([O-])[O-].[K+].[K+]. Given the product [Cl:24][CH2:25][C:26]1[N:10]=[C:3]2[C:4]([CH3:9])=[CH:5][CH:6]=[C:7]([CH3:8])[N:2]2[N:1]=1, predict the reactants needed to synthesize it. (4) The reactants are: [N+:1]([C:4]1[CH:9]=[C:8]([C:10]([F:13])([F:12])[F:11])[CH:7]=[CH:6][C:5]=1[OH:14])([O-])=O. Given the product [NH2:1][C:4]1[CH:9]=[C:8]([C:10]([F:11])([F:12])[F:13])[CH:7]=[CH:6][C:5]=1[OH:14], predict the reactants needed to synthesize it. (5) Given the product [F:18][C:2]([F:1])([C:11]1[CH:12]=[N:13][C:14]([CH3:17])=[CH:15][CH:16]=1)[CH2:3][N:4]1[CH2:5][CH2:6][CH:7]([NH:10][C:20]2[C:21]3[CH:28]=[CH:27][NH:26][C:22]=3[N:23]=[CH:24][N:25]=2)[CH2:8][CH2:9]1, predict the reactants needed to synthesize it. The reactants are: [F:1][C:2]([F:18])([C:11]1[CH:12]=[N:13][C:14]([CH3:17])=[CH:15][CH:16]=1)[CH2:3][N:4]1[CH2:9][CH2:8][CH:7]([NH2:10])[CH2:6][CH2:5]1.Cl[C:20]1[C:21]2[CH:28]=[CH:27][NH:26][C:22]=2[N:23]=[CH:24][N:25]=1.CCN(C(C)C)C(C)C.